Dataset: M1 muscarinic receptor antagonist screen with 61,756 compounds. Task: Binary Classification. Given a drug SMILES string, predict its activity (active/inactive) in a high-throughput screening assay against a specified biological target. (1) The drug is O=C(N1CCN(CC1)C(=O)COc1ccc(OC)cc1)Cc1ccccc1. The result is 0 (inactive). (2) The drug is S(=O)(=O)(Nc1nc(cc(OC)n1)C)c1ccccc1. The result is 0 (inactive). (3) The drug is O=C(Nc1c(cccc1)c1nn(nn1)CC(=O)Nc1ccc(OC)cc1)C1CC1. The result is 0 (inactive). (4) The molecule is O(c1cc(cc(OC)c1)C(=O)C)C. The result is 0 (inactive). (5) The molecule is s1\c(n(C2CC2)c(=O)cc1C(OC)=O)=N/C1CC1. The result is 0 (inactive). (6) The drug is o1c(c2c(cccc2)C)ccc1/C=N\c1c(n(n(c1=O)c1ccccc1)C)C. The result is 0 (inactive). (7) The drug is Clc1cc(S(=O)(=O)NC(C)C)ccc1OCC(=O)N. The result is 0 (inactive).